Dataset: Full USPTO retrosynthesis dataset with 1.9M reactions from patents (1976-2016). Task: Predict the reactants needed to synthesize the given product. (1) The reactants are: Br[C:2]1[CH:11]=[CH:10][CH:9]=[C:8]2[C:3]=1[CH:4]=[CH:5][C:6]([NH:12][CH2:13][C:14]1[O:15][C:16]([CH3:19])=[CH:17][CH:18]=1)=[N:7]2.C([Li])CCC.CN(C)[CH:27]=[O:28]. Given the product [CH3:19][C:16]1[O:15][C:14]([CH2:13][NH:12][C:6]2[CH:5]=[CH:4][C:3]3[C:2]([CH:27]=[O:28])=[CH:11][CH:10]=[CH:9][C:8]=3[N:7]=2)=[CH:18][CH:17]=1, predict the reactants needed to synthesize it. (2) Given the product [C:1]([C:3]1[CH:8]=[CH:7][C:6]([NH:9][C:10]([CH:12]2[NH:16][CH:15]([CH2:17][C:18]([CH3:21])([CH3:20])[CH3:19])[C:14]3([C:29]4[C:24](=[CH:25][C:26]([Cl:30])=[CH:27][CH:28]=4)[NH:23][C:22]3=[O:31])[CH:13]2[C:32]2[CH:37]=[CH:36][CH:35]=[C:34]([Cl:38])[CH:33]=2)=[O:11])=[C:5]([O:39][CH3:40])[CH:4]=1)(=[O:41])[NH2:2], predict the reactants needed to synthesize it. The reactants are: [C:1]([C:3]1[CH:8]=[CH:7][C:6]([NH:9][C:10]([CH:12]2[NH:16][CH:15]([CH2:17][C:18]([CH3:21])([CH3:20])[CH3:19])[C:14]3([C:29]4[C:24](=[CH:25][C:26]([Cl:30])=[CH:27][CH:28]=4)[NH:23][C:22]3=[O:31])[CH:13]2[C:32]2[CH:37]=[CH:36][CH:35]=[C:34]([Cl:38])[CH:33]=2)=[O:11])=[C:5]([O:39][CH3:40])[CH:4]=1)#[N:2].[OH:41]O.[OH-].[Na+]. (3) The reactants are: [Cl:1][C:2]1[CH:3]=[N+:4]([O-:32])[CH:5]=[C:6]([Cl:31])[C:7]=1[CH2:8][C@H:9]([O:20][C:21](=[O:30])[C:22]1[CH:27]=[CH:26][CH:25]=[C:24]([CH:28]=O)[CH:23]=1)[C:10]1[CH:15]=[CH:14][C:13]([O:16][CH3:17])=[C:12]([O:18][CH3:19])[CH:11]=1.[Cl:33][C:34]1[CH:40]=[CH:39][CH:38]=[CH:37][C:35]=1[NH2:36].C(O)(=O)C.[BH-](OC(C)=O)(OC(C)=O)OC(C)=O.[Na+]. Given the product [Cl:1][C:2]1[CH:3]=[N+:4]([O-:32])[CH:5]=[C:6]([Cl:31])[C:7]=1[CH2:8][C@H:9]([O:20][C:21](=[O:30])[C:22]1[CH:27]=[CH:26][CH:25]=[C:24]([CH2:28][NH:36][C:35]2[CH:37]=[CH:38][CH:39]=[CH:40][C:34]=2[Cl:33])[CH:23]=1)[C:10]1[CH:15]=[CH:14][C:13]([O:16][CH3:17])=[C:12]([O:18][CH3:19])[CH:11]=1, predict the reactants needed to synthesize it. (4) The reactants are: Br[C:2]1[CH:14]=[CH:13][C:12]2[C:11]3[C:6](=[CH:7][CH:8]=[CH:9][CH:10]=3)[N:5]([C:15]3[CH:20]=[CH:19][CH:18]=[CH:17][CH:16]=3)[C:4]=2[CH:3]=1.[NH:21]1[CH:25]=[CH:24][N:23]=[CH:22]1.C([O-])([O-])=O.[K+].[K+]. Given the product [N:21]1([C:2]2[CH:14]=[CH:13][C:12]3[C:11]4[C:6](=[CH:7][CH:8]=[CH:9][CH:10]=4)[N:5]([C:15]4[CH:20]=[CH:19][CH:18]=[CH:17][CH:16]=4)[C:4]=3[CH:3]=2)[CH:25]=[CH:24][N:23]=[CH:22]1, predict the reactants needed to synthesize it. (5) Given the product [C:20]([OH:23])(=[O:22])[CH3:21].[CH3:1][C:2]1([CH3:19])[C:11]2[CH2:10][O:9][CH:8]=[CH:7][C:6]3=[CH:12][CH:13]([CH2:15][NH2:16])[O:14][B:4]([C:5]=23)[O:3]1, predict the reactants needed to synthesize it. The reactants are: [CH3:1][C:2]1([CH3:19])[C:11]2[CH2:10][O:9][CH:8]=[CH:7][C:6]3=[CH:12][CH:13]([CH2:15][N+:16]([O-])=O)[O:14][B:4]([C:5]=23)[O:3]1.[C:20]([OH:23])(=[O:22])[CH3:21].